Dataset: NCI-60 drug combinations with 297,098 pairs across 59 cell lines. Task: Regression. Given two drug SMILES strings and cell line genomic features, predict the synergy score measuring deviation from expected non-interaction effect. (1) Drug 1: CC1=C(N=C(N=C1N)C(CC(=O)N)NCC(C(=O)N)N)C(=O)NC(C(C2=CN=CN2)OC3C(C(C(C(O3)CO)O)O)OC4C(C(C(C(O4)CO)O)OC(=O)N)O)C(=O)NC(C)C(C(C)C(=O)NC(C(C)O)C(=O)NCCC5=NC(=CS5)C6=NC(=CS6)C(=O)NCCC[S+](C)C)O. Drug 2: CC1CCCC2(C(O2)CC(NC(=O)CC(C(C(=O)C(C1O)C)(C)C)O)C(=CC3=CSC(=N3)C)C)C. Cell line: MDA-MB-231. Synergy scores: CSS=33.6, Synergy_ZIP=-15.8, Synergy_Bliss=-14.5, Synergy_Loewe=-7.06, Synergy_HSA=-6.62. (2) Drug 2: CN1C2=C(C=C(C=C2)N(CCCl)CCCl)N=C1CCCC(=O)O.Cl. Synergy scores: CSS=19.5, Synergy_ZIP=-3.21, Synergy_Bliss=1.59, Synergy_Loewe=-10.3, Synergy_HSA=2.22. Drug 1: CC1=C(N=C(N=C1N)C(CC(=O)N)NCC(C(=O)N)N)C(=O)NC(C(C2=CN=CN2)OC3C(C(C(C(O3)CO)O)O)OC4C(C(C(C(O4)CO)O)OC(=O)N)O)C(=O)NC(C)C(C(C)C(=O)NC(C(C)O)C(=O)NCCC5=NC(=CS5)C6=NC(=CS6)C(=O)NCCC[S+](C)C)O. Cell line: OVCAR-4. (3) Drug 1: CC(C1=C(C=CC(=C1Cl)F)Cl)OC2=C(N=CC(=C2)C3=CN(N=C3)C4CCNCC4)N. Drug 2: CC1=CC2C(CCC3(C2CCC3(C(=O)C)OC(=O)C)C)C4(C1=CC(=O)CC4)C. Cell line: SNB-75. Synergy scores: CSS=-0.660, Synergy_ZIP=2.19, Synergy_Bliss=1.63, Synergy_Loewe=-7.07, Synergy_HSA=-3.78.